The task is: Predict which catalyst facilitates the given reaction.. This data is from Catalyst prediction with 721,799 reactions and 888 catalyst types from USPTO. (1) Reactant: Br[C:2]1[CH:3]=[C:4]([C:9]2[CH:14]=[CH:13][C:12]([N:15]3[C@@H:19]([C:20]4[CH:25]=[CH:24][CH:23]=[CH:22][CH:21]=4)[C:18]([CH3:27])([CH3:26])[O:17][C:16]3=[O:28])=[CH:11][CH:10]=2)[C:5]([F:8])=[N:6][CH:7]=1.[N:29]1[CH:34]=[CH:33][CH:32]=[C:31](B(O)O)[CH:30]=1.C(=O)([O-])[O-].[Na+].[Na+].O1CCOCC1. Product: [F:8][C:5]1[N:6]=[CH:7][C:2]([C:31]2[CH:30]=[N:29][CH:34]=[CH:33][CH:32]=2)=[CH:3][C:4]=1[C:9]1[CH:14]=[CH:13][C:12]([N:15]2[C@@H:19]([C:20]3[CH:25]=[CH:24][CH:23]=[CH:22][CH:21]=3)[C:18]([CH3:27])([CH3:26])[O:17][C:16]2=[O:28])=[CH:11][CH:10]=1. The catalyst class is: 690. (2) Reactant: [CH2:1]([O:8][C:9]1[CH:14]=[CH:13][C:12]([C:15]2[NH:29][C:18]3=[N:19][C:20]([CH:23]4[CH2:28][CH2:27][NH:26][CH2:25][CH2:24]4)=[CH:21][CH:22]=[C:17]3[N:16]=2)=[CH:11][CH:10]=1)[C:2]1[CH:7]=[CH:6][CH:5]=[CH:4][CH:3]=1.CCN(C(C)C)C(C)C.[CH2:39]([S:41](Cl)(=[O:43])=[O:42])[CH3:40].O. Product: [CH2:1]([O:8][C:9]1[CH:14]=[CH:13][C:12]([C:15]2[NH:29][C:18]3=[N:19][C:20]([CH:23]4[CH2:28][CH2:27][N:26]([S:41]([CH2:39][CH3:40])(=[O:43])=[O:42])[CH2:25][CH2:24]4)=[CH:21][CH:22]=[C:17]3[N:16]=2)=[CH:11][CH:10]=1)[C:2]1[CH:3]=[CH:4][CH:5]=[CH:6][CH:7]=1. The catalyst class is: 1. (3) Reactant: Br[CH2:2][C:3]([C:5]1[CH:10]=[CH:9][C:8]([Br:11])=[CH:7][C:6]=1F)=[O:4].[C:13]([O:17][C:18]([N:20]1[CH2:24][C@H:23]([C:25]#[N:26])[CH2:22][C@H:21]1[C:27]([OH:29])=[O:28])=[O:19])([CH3:16])([CH3:15])[CH3:14].CCN(C(C)C)C(C)C. Product: [C:13]([O:17][C:18]([N:20]1[CH2:24][C@H:23]([C:25]#[N:26])[CH2:22][C@H:21]1[C:27]([O:29][CH2:2][C:3]([C:5]1[CH:10]=[CH:9][C:8]([Br:11])=[CH:7][CH:6]=1)=[O:4])=[O:28])=[O:19])([CH3:16])([CH3:14])[CH3:15]. The catalyst class is: 10. (4) Reactant: C(OC(=O)[NH:7][CH:8]1[CH2:13][CH2:12][N:11]([CH2:14][CH2:15][N:16]2[C:25]3[C:20](=[CH:21][C:22]([F:26])=[CH:23][CH:24]=3)[N:19]=[CH:18][C:17]2=[O:27])[CH2:10][CH2:9]1)(C)(C)C.FC(F)(F)C(O)=O.NC1CCN(CCN2C3C(=CC=C(F)C=3)N=CC2=O)CC1. Product: [NH2:7][CH:8]1[CH2:9][CH2:10][N:11]([CH2:14][CH2:15][N:16]2[C:25]3[C:20](=[CH:21][C:22]([F:26])=[CH:23][CH:24]=3)[N:19]=[CH:18][C:17]2=[O:27])[CH2:12][CH2:13]1. The catalyst class is: 4. (5) Reactant: [CH3:1][O:2][C:3](=[O:24])[CH2:4][C:5]1[C:14]([CH3:15])=[C:13]([C:16]2[CH:21]=[CH:20][C:19]([NH2:22])=[CH:18][CH:17]=2)[C:12]2[C:7](=[CH:8][CH:9]=[C:10]([Cl:23])[CH:11]=2)[CH:6]=1.[C:25](OC(=O)C)(=[O:27])[CH3:26].N1C=CC=CC=1. Product: [CH3:1][O:2][C:3](=[O:24])[CH2:4][C:5]1[C:14]([CH3:15])=[C:13]([C:16]2[CH:21]=[CH:20][C:19]([NH:22][C:25](=[O:27])[CH3:26])=[CH:18][CH:17]=2)[C:12]2[C:7](=[CH:8][CH:9]=[C:10]([Cl:23])[CH:11]=2)[CH:6]=1. The catalyst class is: 13. (6) Reactant: Cl.[CH3:2][O:3][NH2:4].[C:5]([C:8]1[C:16]2[S:15][C:14]([NH:17][C:18]([NH:20][CH2:21][CH3:22])=[O:19])=[N:13][C:12]=2[CH:11]=[C:10]([O:23][CH2:24][C:25]2[CH:30]=[CH:29][CH:28]=[CH:27][CH:26]=2)[CH:9]=1)(=O)[CH3:6]. Product: [CH2:24]([O:23][C:10]1[CH:9]=[C:8](/[C:5](/[CH3:6])=[N:4]/[O:3][CH3:2])[C:16]2[S:15][C:14]([NH:17][C:18]([NH:20][CH2:21][CH3:22])=[O:19])=[N:13][C:12]=2[CH:11]=1)[C:25]1[CH:26]=[CH:27][CH:28]=[CH:29][CH:30]=1. The catalyst class is: 3. (7) Reactant: C[O:2][C:3](=[O:40])[C:4]1[CH:9]=[CH:8][C:7]([O:10][C:11]2[CH:16]=[C:15]([OH:17])[C:14]([O:18][CH3:19])=[CH:13][C:12]=2[CH:20]2[CH:29]3[CH2:30][C:31]4[C:36]([CH:28]3[C:27]3[C:22](=[CH:23][CH:24]=[C:25]([C:37](=[NH:39])[NH2:38])[CH:26]=3)[NH:21]2)=[CH:35][CH:34]=[CH:33][CH:32]=4)=[CH:6][CH:5]=1.O.[OH-].[Li+]. Product: [C:37]([C:25]1[CH:26]=[C:27]2[C:22](=[CH:23][CH:24]=1)[NH:21][CH:20]([C:12]1[CH:13]=[C:14]([O:18][CH3:19])[C:15]([OH:17])=[CH:16][C:11]=1[O:10][C:7]1[CH:6]=[CH:5][C:4]([C:3]([OH:40])=[O:2])=[CH:9][CH:8]=1)[CH:29]1[CH2:30][C:31]3[C:36]([CH:28]21)=[CH:35][CH:34]=[CH:33][CH:32]=3)(=[NH:38])[NH2:39]. The catalyst class is: 24. (8) Reactant: Br[C:2]1[C:11]2[CH:12]([CH2:14][N:15]3[CH2:20][CH2:19][CH:18]([NH:21][C:22](=[O:28])[O:23][C:24]([CH3:27])([CH3:26])[CH3:25])[CH2:17][CH2:16]3)[CH2:13][N:9]3[C:10]=2[C:5]([CH:6]=[CH:7][C:8]3=[O:29])=[CH:4][CH:3]=1.[Cu][C:31]#[N:32]. Product: [C:31]([C:2]1[C:11]2[CH:12]([CH2:14][N:15]3[CH2:20][CH2:19][CH:18]([NH:21][C:22](=[O:28])[O:23][C:24]([CH3:25])([CH3:27])[CH3:26])[CH2:17][CH2:16]3)[CH2:13][N:9]3[C:10]=2[C:5]([CH:6]=[CH:7][C:8]3=[O:29])=[CH:4][CH:3]=1)#[N:32]. The catalyst class is: 3. (9) Reactant: C[C:2]1[C:11]([N+:12]([O-])=O)=[CH:10][C:9]2[CH2:8][CH:7]([NH:15][CH2:16][CH2:17][C:18]3[CH:23]=[CH:22][CH:21]=[CH:20][CH:19]=3)[CH2:6][CH2:5][C:4]=2[N:3]=1.[H][H].[CH3:26]CO. Product: [CH3:26][N:15]([CH2:16][CH2:17][C:18]1[CH:19]=[CH:20][CH:21]=[CH:22][CH:23]=1)[CH:7]1[CH2:6][CH2:5][C:4]2[N:3]=[CH:2][C:11]([NH2:12])=[CH:10][C:9]=2[CH2:8]1. The catalyst class is: 45.